Task: Predict which catalyst facilitates the given reaction.. Dataset: Catalyst prediction with 721,799 reactions and 888 catalyst types from USPTO (1) Reactant: [CH2:1]([NH:3][C:4]1[S:5][C@H:6]2[O:12][C@H:11]([CH2:13]O)[C@@H:10]([OH:15])[C@H:9]([OH:16])[C@H:7]2[N:8]=1)[CH3:2].C1(P(C2C=CC=CC=2)C2C=CC=CC=2)C=CC=CC=1.C(OCC(/N=N\C(OC(C)C)=O)=O)(C)C.P([N:67]=[N+:68]=[N-:69])(OC1C=CC=CC=1)(OC1C=CC=CC=1)=O. Product: [N:67]([CH2:13][C@H:11]1[O:12][C@H:6]2[C@H:7]([N:8]=[C:4]([NH:3][CH2:1][CH3:2])[S:5]2)[C@@H:9]([OH:16])[C@@H:10]1[OH:15])=[N+:68]=[N-:69]. The catalyst class is: 7. (2) Reactant: [C:1]([C:3]1[CH:9]=[C:8]([Br:10])[CH:7]=[CH:6][C:4]=1[NH2:5])#[N:2].CO[CH:13](OC)[N:14]([CH3:16])[CH3:15]. Product: [Br:10][C:8]1[CH:7]=[CH:6][C:4]([N:5]=[CH:13][N:14]([CH3:16])[CH3:15])=[C:3]([C:1]#[N:2])[CH:9]=1. The catalyst class is: 81. (3) Reactant: C([O:8][C:9]1[CH:14]=[CH:13][C:12]([CH2:15][C@@H:16]([N:21]([CH2:35][CH2:36][CH:37]([CH3:39])[CH3:38])[S:22]([C:25]2[CH:34]=[CH:33][C:32]3[C:27](=[CH:28][CH:29]=[CH:30][CH:31]=3)[CH:26]=2)(=[O:24])=[O:23])[C:17]([NH:19][OH:20])=[O:18])=[CH:11][CH:10]=1)C1C=CC=CC=1. Product: [OH:20][NH:19][C:17](=[O:18])[C@H:16]([N:21]([CH2:35][CH2:36][CH:37]([CH3:38])[CH3:39])[S:22]([C:25]1[CH:34]=[CH:33][C:32]2[C:27](=[CH:28][CH:29]=[CH:30][CH:31]=2)[CH:26]=1)(=[O:24])=[O:23])[CH2:15][C:12]1[CH:11]=[CH:10][C:9]([OH:8])=[CH:14][CH:13]=1. The catalyst class is: 78. (4) The catalyst class is: 22. Reactant: [CH3:1][CH2:2][O:3][C:4]1[CH:9]=[CH:8][CH:7]=[CH:6][C:5]=1[C:10]1[NH:11][C:12](=O)[C:13]2[N:18]([CH3:19])[N:17]=[C:16]([CH2:20][CH2:21][CH3:22])[C:14]=2[N:15]=1.P12(SP3(SP(SP(S3)(S1)=S)(=S)S2)=S)=[S:25].N1C=CC=CC=1. Product: [CH3:1][CH2:2][O:3][C:4]1[CH:9]=[CH:8][CH:7]=[CH:6][C:5]=1[C:10]1[NH:11][C:12](=[S:25])[C:13]2[N:18]([CH3:19])[N:17]=[C:16]([CH2:20][CH2:21][CH3:22])[C:14]=2[N:15]=1. (5) Reactant: [C:1]([O:5][C:6](=[O:35])[NH:7][C:8]1([C:12]2[CH:17]=[CH:16][C:15]([C:18]3[C:19]([C:29]4[CH:34]=[CH:33][CH:32]=[CH:31][CH:30]=4)=[CH:20][C:21]4[NH:26][C:25](=O)[CH2:24][O:23][C:22]=4[N:28]=3)=[CH:14][CH:13]=2)[CH2:11][CH2:10][CH2:9]1)([CH3:4])([CH3:3])[CH3:2].COC1C=CC(P2(SP(C3C=CC(OC)=CC=3)(=S)S2)=[S:45])=CC=1. Product: [C:1]([O:5][C:6](=[O:35])[NH:7][C:8]1([C:12]2[CH:17]=[CH:16][C:15]([C:18]3[C:19]([C:29]4[CH:34]=[CH:33][CH:32]=[CH:31][CH:30]=4)=[CH:20][C:21]4[NH:26][C:25](=[S:45])[CH2:24][O:23][C:22]=4[N:28]=3)=[CH:14][CH:13]=2)[CH2:11][CH2:10][CH2:9]1)([CH3:4])([CH3:3])[CH3:2]. The catalyst class is: 11. (6) Reactant: [Cl:1][C:2]1[CH:7]=[CH:6][C:5]([OH:8])=[CH:4][CH:3]=1.O.[I:10]I.C(=O)(O)[O-].[Na+]. Product: [Cl:1][C:2]1[CH:7]=[CH:6][C:5]([OH:8])=[C:4]([I:10])[CH:3]=1. The catalyst class is: 1.